From a dataset of Peptide-MHC class II binding affinity with 134,281 pairs from IEDB. Regression. Given a peptide amino acid sequence and an MHC pseudo amino acid sequence, predict their binding affinity value. This is MHC class II binding data. (1) The peptide sequence is DVKFPGGGQIQGGVY. The MHC is HLA-DQA10501-DQB10301 with pseudo-sequence HLA-DQA10501-DQB10301. The binding affinity (normalized) is 0.680. (2) The peptide sequence is KTKEGVLYVGSKTKK. The MHC is DRB1_1501 with pseudo-sequence DRB1_1501. The binding affinity (normalized) is 0.977.